This data is from NCI-60 drug combinations with 297,098 pairs across 59 cell lines. The task is: Regression. Given two drug SMILES strings and cell line genomic features, predict the synergy score measuring deviation from expected non-interaction effect. Drug 1: C1CCC(C1)C(CC#N)N2C=C(C=N2)C3=C4C=CNC4=NC=N3. Drug 2: CCN(CC)CCCC(C)NC1=C2C=C(C=CC2=NC3=C1C=CC(=C3)Cl)OC. Cell line: HT29. Synergy scores: CSS=41.1, Synergy_ZIP=7.07, Synergy_Bliss=0.745, Synergy_Loewe=-25.5, Synergy_HSA=-3.19.